The task is: Predict the product of the given reaction.. This data is from Forward reaction prediction with 1.9M reactions from USPTO patents (1976-2016). (1) Given the reactants [CH3:1][N:2]1[C:7](=[O:8])[C:6]([NH:9][C:10]2[CH:19]=[C:13]3[CH2:14][N:15]([CH3:18])[CH2:16][CH2:17][N:12]3[N:11]=2)=[CH:5][C:4]([C:20]2[CH:25]=[CH:24][N:23]=[C:22]([N:26]3[C:38](=[O:39])[C:37]4[N:29]([C:30]5[C@H:31]6[CH2:40][C@@H:34]([C:35]=5[CH:36]=4)[CH2:33][CH2:32]6)[CH2:28][CH2:27]3)[C:21]=2[CH:41]=[O:42])=[CH:3]1.[BH4-].[Na+], predict the reaction product. The product is: [OH:42][CH2:41][C:21]1[C:22]([N:26]2[CH2:27][CH2:28][N:29]3[C:30]4[CH:31]5[CH2:40][CH:34]([C:35]=4[CH:36]=[C:37]3[C:38]2=[O:39])[CH2:33][CH2:32]5)=[N:23][CH:24]=[CH:25][C:20]=1[C:4]1[CH:5]=[C:6]([NH:9][C:10]2[CH:19]=[C:13]3[CH2:14][N:15]([CH3:18])[CH2:16][CH2:17][N:12]3[N:11]=2)[C:7](=[O:8])[N:2]([CH3:1])[CH:3]=1. (2) The product is: [OH:1][C:2]1[C:15]([O:16][CH3:17])=[CH:14][C:13]2[C:12](=[O:18])[C:11]3[C:6](=[CH:7][CH:8]=[CH:9][CH:10]=3)[C:5](=[O:19])[C:4]=2[C:3]=1[N+:20]([O-:22])=[O:21]. Given the reactants [OH:1][C:2]1[C:15]([O:16][CH3:17])=[CH:14][C:13]2[C:12](=[O:18])[C:11]3[C:6](=[CH:7][CH:8]=[CH:9][CH:10]=3)[C:5](=[O:19])[C:4]=2[CH:3]=1.[N+:20]([O-])([OH:22])=[O:21], predict the reaction product. (3) Given the reactants [Cl:1][C:2]1[CH:14]=[N:13][C:5]2[NH:6][C:7]3[CH2:12][CH2:11][NH:10][CH2:9][C:8]=3[C:4]=2[CH:3]=1.CCN(C(C)C)C(C)C.[C:24](Cl)(=[O:31])[C:25]1[CH:30]=[CH:29][CH:28]=[CH:27][CH:26]=1.Cl.CCOCC, predict the reaction product. The product is: [ClH:1].[Cl:1][C:2]1[CH:14]=[N:13][C:5]2[NH:6][C:7]3[CH2:12][CH2:11][N:10]([C:24]([C:25]4[CH:30]=[CH:29][CH:28]=[CH:27][CH:26]=4)=[O:31])[CH2:9][C:8]=3[C:4]=2[CH:3]=1. (4) Given the reactants [CH2:1]1[C:10]2[C:5](=[CH:6][C:7]([NH:11][C:12]([C:14]3[CH2:19][CH2:18][CH2:17][CH2:16][C:15]=3[C:20]3[CH:25]=[CH:24][C:23]([C:26]([F:29])([F:28])[F:27])=[CH:22][CH:21]=3)=[O:13])=[CH:8][CH:9]=2)[CH2:4][CH2:3][NH:2]1.[CH:30]([C:32]1[CH:33]=[C:34]([CH:37]=[CH:38][CH:39]=1)[C:35]#[N:36])=O.C(O[BH-](OC(=O)C)OC(=O)C)(=O)C.[Na+], predict the reaction product. The product is: [C:35]([C:34]1[CH:33]=[C:32]([CH:39]=[CH:38][CH:37]=1)[CH2:30][N:2]1[CH2:3][CH2:4][C:5]2[C:10](=[CH:9][CH:8]=[C:7]([NH:11][C:12]([C:14]3[CH2:19][CH2:18][CH2:17][CH2:16][C:15]=3[C:20]3[CH:21]=[CH:22][C:23]([C:26]([F:27])([F:28])[F:29])=[CH:24][CH:25]=3)=[O:13])[CH:6]=2)[CH2:1]1)#[N:36]. (5) Given the reactants [C:1]([C:5]1[CH:20]=[C:8]2[N:9]=[C:10]([CH3:19])[C:11]([CH2:14][C:15]([O:17][CH3:18])=[O:16])=[C:12]([Cl:13])[N:7]2[N:6]=1)([CH3:4])([CH3:3])[CH3:2].[Li+].C[Si]([N-][Si](C)(C)C)(C)C.I[CH2:32][CH2:33][CH3:34], predict the reaction product. The product is: [C:1]([C:5]1[CH:20]=[C:8]2[N:9]=[C:10]([CH3:19])[C:11]([CH:14]([CH2:32][CH2:33][CH3:34])[C:15]([O:17][CH3:18])=[O:16])=[C:12]([Cl:13])[N:7]2[N:6]=1)([CH3:4])([CH3:3])[CH3:2]. (6) Given the reactants CCN(C(C)C)C(C)C.CN(C=O)C.[NH2:15][C@H:16]([CH:27]1[CH2:30][CH2:29][CH2:28]1)[C@@H:17]([NH:19][C:20](=[O:26])[O:21][C:22]([CH3:25])([CH3:24])[CH3:23])[CH3:18].[Cl:31][C:32]1[N:39]=[C:38](Cl)[C:37]([F:41])=[CH:36][C:33]=1[C:34]#[N:35], predict the reaction product. The product is: [Cl:31][C:32]1[N:39]=[C:38]([NH:15][C@H:16]([CH:27]2[CH2:28][CH2:29][CH2:30]2)[C@@H:17]([NH:19][C:20](=[O:26])[O:21][C:22]([CH3:23])([CH3:24])[CH3:25])[CH3:18])[C:37]([F:41])=[CH:36][C:33]=1[C:34]#[N:35].